Dataset: Full USPTO retrosynthesis dataset with 1.9M reactions from patents (1976-2016). Task: Predict the reactants needed to synthesize the given product. (1) Given the product [CH2:1]([O:8][C:9]([N:11]1[CH2:16][CH2:15][CH2:14][C@@H:13]([C:17](=[N:33][NH:32][C:31]([O:30][C:26]([CH3:29])([CH3:28])[CH3:27])=[O:34])[CH2:18][CH2:19][CH:20]([O:23][CH3:24])[O:21][CH3:22])[CH2:12]1)=[O:10])[C:2]1[CH:7]=[CH:6][CH:5]=[CH:4][CH:3]=1, predict the reactants needed to synthesize it. The reactants are: [CH2:1]([O:8][C:9]([N:11]1[CH2:16][CH2:15][CH2:14][CH:13]([C:17](=O)[CH2:18][CH2:19][CH:20]([O:23][CH3:24])[O:21][CH3:22])[CH2:12]1)=[O:10])[C:2]1[CH:7]=[CH:6][CH:5]=[CH:4][CH:3]=1.[C:26]([O:30][C:31](=[O:34])[NH:32][NH2:33])([CH3:29])([CH3:28])[CH3:27]. (2) Given the product [N+:4]([C:7]1[CH:16]=[CH:15][CH:14]=[CH:13][C:8]=1[C:9]1[O:10][C:2]([NH2:1])=[N:12][N:11]=1)([O-:6])=[O:5], predict the reactants needed to synthesize it. The reactants are: [N:1]#[C:2]Br.[N+:4]([C:7]1[CH:16]=[CH:15][CH:14]=[CH:13][C:8]=1[C:9]([NH:11][NH2:12])=[O:10])([O-:6])=[O:5]. (3) Given the product [CH3:19][O:2][CH2:3][C:4]1([CH2:17][OH:18])[C:16]2[CH:15]=[CH:14][CH:13]=[CH:12][C:11]=2[C:10]2[C:5]1=[CH:6][CH:7]=[CH:8][CH:9]=2, predict the reactants needed to synthesize it. The reactants are: O.[OH:2][CH2:3][C:4]1([CH2:17][OH:18])[C:16]2[CH:15]=[CH:14][CH:13]=[CH:12][C:11]=2[C:10]2[C:5]1=[CH:6][CH:7]=[CH:8][CH:9]=2.[CH3:19]I.[H-].[Na+].